Dataset: Peptide-MHC class I binding affinity with 185,985 pairs from IEDB/IMGT. Task: Regression. Given a peptide amino acid sequence and an MHC pseudo amino acid sequence, predict their binding affinity value. This is MHC class I binding data. The MHC is HLA-A26:01 with pseudo-sequence HLA-A26:01. The peptide sequence is ESSDDELPY. The binding affinity (normalized) is 0.423.